This data is from Catalyst prediction with 721,799 reactions and 888 catalyst types from USPTO. The task is: Predict which catalyst facilitates the given reaction. Reactant: [C:1]([O:4][CH2:5][C@H:6]1[O:10][C@@H:9]([N:11]2[C:20]3[N:19]=[CH:18][N:17]=[C:15]([NH2:16])[C:14]=3[N:13]=[CH:12]2)[CH:8]=[CH:7]1)(=[O:3])[CH3:2].[H][H]. Product: [C:1]([O:4][CH2:5][C@H:6]1[O:10][C@@H:9]([N:11]2[C:20]3[N:19]=[CH:18][N:17]=[C:15]([NH2:16])[C:14]=3[N:13]=[CH:12]2)[CH2:8][CH2:7]1)(=[O:3])[CH3:2]. The catalyst class is: 129.